Dataset: Retrosynthesis with 50K atom-mapped reactions and 10 reaction types from USPTO. Task: Predict the reactants needed to synthesize the given product. (1) Given the product CNC(=O)Nc1nc(NCc2ccc3c(c2)OCO3)c2cc(Cl)ccc2n1, predict the reactants needed to synthesize it. The reactants are: CN=C=O.Nc1nc(NCc2ccc3c(c2)OCO3)c2cc(Cl)ccc2n1. (2) Given the product CC(C)(N)Cc1c[nH]c2ccc(Br)cc12, predict the reactants needed to synthesize it. The reactants are: CC(C)(Cc1c[nH]c2ccc(Br)cc12)[N+](=O)[O-]. (3) Given the product CC(=O)N1CCN(c2ccc3c(c2)-c2sc(C(=O)N(C)c4ccc(F)cc4F)cc2CO3)CC1, predict the reactants needed to synthesize it. The reactants are: CC(=O)N1CCNCC1.CN(C(=O)c1cc2c(s1)-c1cc(Br)ccc1OC2)c1ccc(F)cc1F. (4) Given the product CCOC(=O)C(=O)NN, predict the reactants needed to synthesize it. The reactants are: CCOC(=O)C(=O)OCC.NN.